Dataset: Full USPTO retrosynthesis dataset with 1.9M reactions from patents (1976-2016). Task: Predict the reactants needed to synthesize the given product. (1) Given the product [Cl:1][C:2]1[CH:7]=[CH:6][CH:5]=[C:4]([F:8])[C:3]=1[NH:9][C:10]1[N:14]([CH3:15])[C:13]2[C:16]3[CH2:17][C:18]([CH3:26])([CH3:27])[O:19][C:20]=3[C:21]([C:23]([NH:39][C:38]3[CH:40]=[CH:41][C:35]([CH:32]4[CH2:34][CH2:33]4)=[CH:36][CH:37]=3)=[O:24])=[CH:22][C:12]=2[N:11]=1, predict the reactants needed to synthesize it. The reactants are: [Cl:1][C:2]1[CH:7]=[CH:6][CH:5]=[C:4]([F:8])[C:3]=1[NH:9][C:10]1[N:14]([CH3:15])[C:13]2[C:16]3[CH2:17][C:18]([CH3:27])([CH3:26])[O:19][C:20]=3[C:21]([C:23](O)=[O:24])=[CH:22][C:12]=2[N:11]=1.S(Cl)(Cl)=O.[CH:32]1([C:35]2[CH:41]=[CH:40][C:38]([NH2:39])=[CH:37][CH:36]=2)[CH2:34][CH2:33]1.CCN(C(C)C)C(C)C. (2) Given the product [Cl:1][C:2]1[CH:23]=[CH:22][C:5]([CH2:6][N:7]2[CH:12]=[C:11]([C:13]3[CH:18]=[CH:17][C:16]([CH2:19][Br:31])=[CH:15][CH:14]=3)[CH:10]=[CH:9][C:8]2=[O:21])=[CH:4][CH:3]=1, predict the reactants needed to synthesize it. The reactants are: [Cl:1][C:2]1[CH:23]=[CH:22][C:5]([CH2:6][N:7]2[CH:12]=[C:11]([C:13]3[CH:18]=[CH:17][C:16]([CH2:19]O)=[CH:15][CH:14]=3)[CH:10]=[CH:9][C:8]2=[O:21])=[CH:4][CH:3]=1.C1C(=O)N([Br:31])C(=O)C1.C1C=CC(P(C2C=CC=CC=2)C2C=CC=CC=2)=CC=1. (3) Given the product [Br:40][C:6]1[N:7]([C:17]2[C:26]3[C:21](=[CH:22][CH:23]=[CH:24][CH:25]=3)[C:20]([CH:27]3[CH2:29][CH2:28]3)=[CH:19][CH:18]=2)[C:8]([S:11][CH2:12][C:13]([O:15][CH3:16])=[O:14])=[N:9][N:10]=1, predict the reactants needed to synthesize it. The reactants are: N([O-])=O.[Na+].N[C:6]1[N:7]([C:17]2[C:26]3[C:21](=[CH:22][CH:23]=[CH:24][CH:25]=3)[C:20]([CH:27]3[CH2:29][CH2:28]3)=[CH:19][CH:18]=2)[C:8]([S:11][CH2:12][C:13]([O:15][CH3:16])=[O:14])=[N:9][N:10]=1.ClC(Cl)C(O)=O.ClCCl.C(Br)(Br)[Br:40]. (4) Given the product [Br:17][C:18]1[CH:23]=[C:22]([C@@H:24]([NH:2][C:1](=[O:8])[O:3][C:4]([CH3:7])([CH3:6])[CH3:5])[C@@H:25]([C:26]2[CH:31]=[CH:30][CH:29]=[CH:28][C:27]=2[F:32])[OH:12])[C:21]([F:33])=[CH:20][N:19]=1, predict the reactants needed to synthesize it. The reactants are: [C:1](=[O:8])([O:3][C:4]([CH3:7])([CH3:6])[CH3:5])[NH2:2].[OH-].[Na+].Cl[O:12]C(C)(C)C.[Br:17][C:18]1[CH:23]=[C:22](/[CH:24]=[CH:25]/[C:26]2[CH:31]=[CH:30][CH:29]=[CH:28][C:27]=2[F:32])[C:21]([F:33])=[CH:20][N:19]=1. (5) Given the product [Cl:1][C:2]1[C:7]([S:8]([N:21]([C:22]([O:23][CH2:24][CH:25]([CH3:27])[CH3:26])=[O:28])[C:15]2[C:14]([O:13][CH3:12])=[N:19][C:18]([CH3:20])=[CH:17][N:16]=2)(=[O:10])=[O:9])=[CH:6][CH:5]=[CH:4][N:3]=1, predict the reactants needed to synthesize it. The reactants are: [Cl:1][C:2]1[C:7]([S:8](Cl)(=[O:10])=[O:9])=[CH:6][CH:5]=[CH:4][N:3]=1.[CH3:12][O:13][C:14]1[C:15]([NH:21][C:22](=[O:28])[O:23][CH2:24][CH:25]([CH3:27])[CH3:26])=[N:16][CH:17]=[C:18]([CH3:20])[N:19]=1.